Dataset: Full USPTO retrosynthesis dataset with 1.9M reactions from patents (1976-2016). Task: Predict the reactants needed to synthesize the given product. (1) Given the product [F:16][C:17]1[CH:18]=[CH:19][C:20]([O:43][CH3:44])=[C:21]([C:23]2[N:27]=[C:26]([C:28]3[CH:29]=[C:30]([C:41]([OH:6])=[O:42])[C:31]([C:34]4[CH:39]=[CH:38][CH:37]=[CH:36][C:35]=4[CH3:40])=[CH:32][CH:33]=3)[O:25][N:24]=2)[CH:22]=1, predict the reactants needed to synthesize it. The reactants are: Cl([O-])=O.[Na+].P([O-])(O)(O)=[O:6].[Na+].CC(=CC)C.[F:16][C:17]1[CH:18]=[CH:19][C:20]([O:43][CH3:44])=[C:21]([C:23]2[N:27]=[C:26]([C:28]3[CH:29]=[C:30]([CH:41]=[O:42])[C:31]([C:34]4[CH:39]=[CH:38][CH:37]=[CH:36][C:35]=4[CH3:40])=[CH:32][CH:33]=3)[O:25][N:24]=2)[CH:22]=1. (2) The reactants are: [CH3:1][O:2][C:3](=[O:10])[CH2:4][C@@H:5]([CH3:9])[C:6](O)=[O:7].C(N(CC)CC)C.C(OC(Cl)=O)C(C)C.[Cl:26][C:27]1[CH:28]=[C:29]([CH:34]=[CH:35][CH:36]=1)[C:30]([NH:32]O)=[NH:31]. Given the product [CH3:1][O:2][C:3](=[O:10])[CH2:4][C@H:5]([C:6]1[O:7][N:32]=[C:30]([C:29]2[CH:34]=[CH:35][CH:36]=[C:27]([Cl:26])[CH:28]=2)[N:31]=1)[CH3:9], predict the reactants needed to synthesize it.